Dataset: Full USPTO retrosynthesis dataset with 1.9M reactions from patents (1976-2016). Task: Predict the reactants needed to synthesize the given product. (1) Given the product [Cl:1][C:2]1[CH:3]=[CH:4][C:5]([CH3:20])=[C:6]([NH:8]/[C:9](=[N:11]\[C:12]2[C:13]([CH3:19])=[N:14][N:15]([CH3:18])[C:16]=2[CH3:17])/[S:10][CH3:21])[CH:7]=1, predict the reactants needed to synthesize it. The reactants are: [Cl:1][C:2]1[CH:3]=[CH:4][C:5]([CH3:20])=[C:6]([NH:8][C:9]([NH:11][C:12]2[C:13]([CH3:19])=[N:14][N:15]([CH3:18])[C:16]=2[CH3:17])=[S:10])[CH:7]=1.[CH3:21]I. (2) Given the product [F:19][C:20]([F:33])([F:32])[S:21]([O:11][C:7]1[CH:8]=[CH:9][CH:10]=[C:5]([C:1]([CH3:4])([CH3:2])[CH3:3])[CH:6]=1)(=[O:23])=[O:22], predict the reactants needed to synthesize it. The reactants are: [C:1]([C:5]1[CH:6]=[C:7]([OH:11])[CH:8]=[CH:9][CH:10]=1)([CH3:4])([CH3:3])[CH3:2].C(N(CC)CC)C.[F:19][C:20]([F:33])([F:32])[S:21](O[S:21]([C:20]([F:33])([F:32])[F:19])(=[O:23])=[O:22])(=[O:23])=[O:22]. (3) Given the product [C:19]([O:18][C:16](=[O:17])[NH:15][CH2:14][CH2:13][N:6]1[C:7]([I:11])=[C:8]([I:10])[N:9]=[C:5]1[CH2:4][CH:1]1[CH2:2][CH2:3]1)([CH3:22])([CH3:21])[CH3:20], predict the reactants needed to synthesize it. The reactants are: [CH:1]1([CH2:4][C:5]2[NH:6][C:7]([I:11])=[C:8]([I:10])[N:9]=2)[CH2:3][CH2:2]1.Br[CH2:13][CH2:14][NH:15][C:16]([O:18][C:19]([CH3:22])([CH3:21])[CH3:20])=[O:17].